From a dataset of Full USPTO retrosynthesis dataset with 1.9M reactions from patents (1976-2016). Predict the reactants needed to synthesize the given product. (1) Given the product [NH2:6][C:5]1[CH:7]=[CH:8][C:2]([O:12][C:13]2[CH:18]=[CH:17][C:16]([CH2:19][C:20]([OH:22])=[O:21])=[CH:15][C:14]=2[O:23][CH3:24])=[C:3]([N+:9]([O-:11])=[O:10])[CH:4]=1, predict the reactants needed to synthesize it. The reactants are: F[C:2]1[CH:8]=[CH:7][C:5]([NH2:6])=[CH:4][C:3]=1[N+:9]([O-:11])=[O:10].[OH:12][C:13]1[CH:18]=[CH:17][C:16]([CH2:19][C:20]([OH:22])=[O:21])=[CH:15][C:14]=1[O:23][CH3:24].C(=O)([O-])[O-].[Cs+].[Cs+].C(O)(=O)CC(CC(O)=O)(C(O)=O)O. (2) Given the product [C:18]([O:27][CH3:28])(=[O:26])[CH2:19][CH2:20][CH2:21][CH2:22][C:23]([O:25][CH2:3][CH2:4][O:5][CH2:6][CH2:7][O:8][N:9]([CH3:17])[C:10](=[O:16])[O:11][C:12]([CH3:13])([CH3:14])[CH3:15])=[O:24], predict the reactants needed to synthesize it. The reactants are: OC[CH2:3][CH2:4][O:5][CH2:6][CH2:7][O:8][N:9]([CH3:17])[C:10](=[O:16])[O:11][C:12]([CH3:15])([CH3:14])[CH3:13].[C:18]([O:27][CH3:28])(=[O:26])[CH2:19][CH2:20][CH2:21][CH2:22][C:23]([O-:25])=[O:24].C1CCC(N=C=NC2CCCCC2)CC1. (3) Given the product [CH:28]1([C:31]2[C:32]([OH:43])=[C:33]([CH:34]=[CH2:2])[C:36]([CH3:42])=[C:37]([N+:39]([O-:41])=[O:40])[CH:38]=2)[CH2:30][CH2:29]1, predict the reactants needed to synthesize it. The reactants are: [I-].[CH3:2][P+](C1C=CC=CC=1)(C1C=CC=CC=1)C1C=CC=CC=1.CC(C)([O-])C.[K+].[CH:28]1([C:31]2[C:32]([OH:43])=[C:33]([C:36]([CH3:42])=[C:37]([N+:39]([O-:41])=[O:40])[CH:38]=2)[CH:34]=O)[CH2:30][CH2:29]1.O. (4) Given the product [C:4]([C:3]1[CH:7]=[CH:8][C:9]([Cl:11])=[CH:10][C:2]=1[Cl:1])(=[O:5])[C:2]1[CH:10]=[CH:9][CH:8]=[CH:7][CH:3]=1, predict the reactants needed to synthesize it. The reactants are: [Cl:1][C:2]1[CH:10]=[C:9]([Cl:11])[CH:8]=[CH:7][C:3]=1[C:4](Cl)=[O:5].[Cl-].[Al+3].[Cl-].[Cl-].Cl. (5) Given the product [C:1]([O:5][C:6](=[O:23])[CH:7]([Br:24])[C:8]([C:10]1[CH:15]=[N:14][C:13]([NH:16][C:17](=[O:22])[C:18]([CH3:21])([CH3:20])[CH3:19])=[CH:12][N:11]=1)=[O:9])([CH3:3])([CH3:2])[CH3:4], predict the reactants needed to synthesize it. The reactants are: [C:1]([O:5][C:6](=[O:23])[CH2:7][C:8]([C:10]1[CH:15]=[N:14][C:13]([NH:16][C:17](=[O:22])[C:18]([CH3:21])([CH3:20])[CH3:19])=[CH:12][N:11]=1)=[O:9])([CH3:4])([CH3:3])[CH3:2].[Br:24]N1C(=O)CCC1=O. (6) Given the product [F:1][C:2]1[CH:8]=[CH:7][C:5]([NH:6][C:10]2[CH:15]=[CH:14][CH:13]=[CH:12][N:11]=2)=[CH:4][CH:3]=1, predict the reactants needed to synthesize it. The reactants are: [F:1][C:2]1[CH:8]=[CH:7][C:5]([NH2:6])=[CH:4][CH:3]=1.Cl[C:10]1[CH:15]=[CH:14][CH:13]=[CH:12][N:11]=1.[OH-].[Na+].